The task is: Predict the reaction yield, written as a fraction of the theoretical maximum amount of product (1.0 means a 100% yield; for example, 0.34 means a 34% yield).. This data is from Reaction yield outcomes from USPTO patents with 853,638 reactions. (1) The reactants are [Cl:1][C:2]1[CH:3]=[N+:4]([O-:42])[CH:5]=[C:6]([Cl:41])[C:7]=1[CH2:8][C@@H:9]([C:26]1[CH:31]=[CH:30][C:29]([O:32][CH:33]([F:35])[F:34])=[C:28]([O:36][CH2:37][CH:38]2[CH2:40][CH2:39]2)[CH:27]=1)[O:10][C:11](=[O:25])[C:12]1[CH:17]=[CH:16][C:15]([S:18][CH3:19])=[C:14]([NH:20][S:21]([CH3:24])(=[O:23])=[O:22])[CH:13]=1.Cl[CH2:44][CH2:45][N:46]1[CH2:51][CH2:50][O:49][CH2:48][CH2:47]1.C([O-])([O-])=O.[K+].[K+]. The catalyst is CN(C=O)C.O. The product is [Cl:1][C:2]1[CH:3]=[N+:4]([O-:42])[CH:5]=[C:6]([Cl:41])[C:7]=1[CH2:8][C@@H:9]([C:26]1[CH:31]=[CH:30][C:29]([O:32][CH:33]([F:34])[F:35])=[C:28]([O:36][CH2:37][CH:38]2[CH2:40][CH2:39]2)[CH:27]=1)[O:10][C:11](=[O:25])[C:12]1[CH:17]=[CH:16][C:15]([S:18][CH3:19])=[C:14]([N:20]([CH2:44][CH2:45][N:46]2[CH2:51][CH2:50][O:49][CH2:48][CH2:47]2)[S:21]([CH3:24])(=[O:23])=[O:22])[CH:13]=1. The yield is 0.513. (2) The reactants are [C:1]([NH:9][C@H:10]([C:18]([NH:20][C@H:21]([C:30]([OH:32])=[O:31])[CH2:22][C:23]1[CH:28]=[CH:27][C:26]([OH:29])=[CH:25][CH:24]=1)=[O:19])[CH2:11][C:12]1[CH:17]=[CH:16][CH:15]=[CH:14][CH:13]=1)(=[O:8])[C:2]1[CH:7]=[CH:6][CH:5]=[CH:4][CH:3]=1.[OH-].[Na+:34]. The catalyst is CCO.C(Cl)(Cl)Cl. The product is [Na+:34].[C:1]([NH:9][C@H:10]([C:18]([NH:20][C@H:21]([C:30]([O-:32])=[O:31])[CH2:22][C:23]1[CH:28]=[CH:27][C:26]([OH:29])=[CH:25][CH:24]=1)=[O:19])[CH2:11][C:12]1[CH:17]=[CH:16][CH:15]=[CH:14][CH:13]=1)(=[O:8])[C:2]1[CH:7]=[CH:6][CH:5]=[CH:4][CH:3]=1. The yield is 0.612. (3) The reactants are C1(S([N:10]2[C:14]3=[N:15][CH:16]=[CH:17][C:18]([F:19])=[C:13]3[CH:12]=[CH:11]2)(=O)=O)C=CC=CC=1.[CH2:20]([Li])CCC.IC.[Cl-].[NH4+].[F-].C([N+](CCCC)(CCCC)CCCC)CCC. The catalyst is C1COCC1. The product is [F:19][C:18]1[CH:17]=[CH:16][N:15]=[C:14]2[NH:10][C:11]([CH3:20])=[CH:12][C:13]=12. The yield is 0.800.